From a dataset of Reaction yield outcomes from USPTO patents with 853,638 reactions. Predict the reaction yield, written as a fraction of the theoretical maximum amount of product (1.0 means a 100% yield; for example, 0.34 means a 34% yield). (1) The reactants are [O:1]([C:8]1[CH:9]=[C:10]([NH:14][CH2:15][C:16]2[CH:21]=[CH:20][CH:19]=[C:18]([O:22][C:23]([F:28])([F:27])[CH:24]([F:26])[F:25])[CH:17]=2)[CH:11]=[CH:12][CH:13]=1)[C:2]1[CH:7]=[CH:6][CH:5]=[CH:4][CH:3]=1.[F:29][C:30]([F:36])([F:35])S([O-])(=[O:49])=[O:49].[Yb+3].[F:29][C:30]([F:36])([F:35])S([O-])(=O)=O.[F:29][C:30]([F:36])([F:35])S([O-])(=O)=[O:49].[C:54](#N)[CH3:55]. The catalyst is O.C(OCC)(=O)C. The product is [O:1]([C:8]1[CH:9]=[C:10]([N:14]([CH2:15][C:16]2[CH:21]=[CH:20][CH:19]=[C:18]([O:22][C:23]([F:27])([F:28])[CH:24]([F:25])[F:26])[CH:17]=2)[CH2:55][C@@H:54]([OH:49])[C:30]([F:36])([F:35])[F:29])[CH:11]=[CH:12][CH:13]=1)[C:2]1[CH:7]=[CH:6][CH:5]=[CH:4][CH:3]=1. The yield is 0.630. (2) The reactants are Cl[C:2]1[C:30]([Cl:31])=[CH:29][CH:28]=[CH:27][C:3]=1[CH2:4][N:5]1[C:9]2[CH:10]=[C:11]([N:18]3[CH2:23][CH2:22][O:21][CH2:20][CH2:19]3)[CH:12]=[C:13]([C:14]([O:16]C)=[O:15])[C:8]=2[N:7]=[C:6]1[CH:24]([F:26])[F:25].[Li+].[OH-].[CH2:34]1COCC1. No catalyst specified. The product is [Cl:31][C:30]1[C:2]([CH3:34])=[C:3]([CH2:4][N:5]2[C:9]3[CH:10]=[C:11]([N:18]4[CH2:23][CH2:22][O:21][CH2:20][CH2:19]4)[CH:12]=[C:13]([C:14]([OH:16])=[O:15])[C:8]=3[N:7]=[C:6]2[CH:24]([F:26])[F:25])[CH:27]=[CH:28][CH:29]=1. The yield is 0.800. (3) The reactants are [NH2:1][C:2]1[N:10]=[C:9]([I:11])[N:8]=[C:7]2[C:3]=1[N:4]=[CH:5][N:6]2[C@H:12]1[C@H:19]2[C@@H:15]([O:16]C(C)(C)[O:18]2)[C@@H:14]([C:22]([OH:24])=[O:23])[O:13]1. The catalyst is C(O)=O. The product is [NH2:1][C:2]1[N:10]=[C:9]([I:11])[N:8]=[C:7]2[C:3]=1[N:4]=[CH:5][N:6]2[C@@H:12]1[O:13][C@H:14]([C:22]([OH:24])=[O:23])[C@@H:15]([OH:16])[C@H:19]1[OH:18]. The yield is 0.850. (4) The reactants are [F:1][CH:2]([F:12])[C:3]1[NH:4][C:5]2[CH:11]=[CH:10][CH:9]=[CH:8][C:6]=2[N:7]=1.[H-].[Na+].Cl[C:16]1[N:21]=[C:20]([Cl:22])[CH:19]=[C:18]([Cl:23])[N:17]=1.O. The catalyst is CN(C=O)C. The product is [Cl:23][C:18]1[CH:19]=[C:20]([Cl:22])[N:21]=[C:16]([N:7]2[C:6]3[CH:8]=[CH:9][CH:10]=[CH:11][C:5]=3[N:4]=[C:3]2[CH:2]([F:1])[F:12])[N:17]=1. The yield is 0.620.